From a dataset of Full USPTO retrosynthesis dataset with 1.9M reactions from patents (1976-2016). Predict the reactants needed to synthesize the given product. (1) Given the product [CH3:2][NH:3][C:4](=[O:28])[C:5]1[CH:10]=[C:9]([O:11][C:12]2[CH:27]=[CH:26][C:15]3[N:16]=[C:17]([NH:19][C@H:20]4[CH2:25][CH2:24][CH2:23][N:22]([S:39]([CH3:38])(=[O:41])=[O:40])[CH2:21]4)[S:18][C:14]=3[CH:13]=2)[CH:8]=[CH:7][N:6]=1, predict the reactants needed to synthesize it. The reactants are: Cl.[CH3:2][NH:3][C:4](=[O:28])[C:5]1[CH:10]=[C:9]([O:11][C:12]2[CH:27]=[CH:26][C:15]3[N:16]=[C:17]([NH:19][C@H:20]4[CH2:25][CH2:24][CH2:23][NH:22][CH2:21]4)[S:18][C:14]=3[CH:13]=2)[CH:8]=[CH:7][N:6]=1.CCN(C(C)C)C(C)C.[CH3:38][S:39](O[S:39]([CH3:38])(=[O:41])=[O:40])(=[O:41])=[O:40]. (2) Given the product [NH:44]1[C:52]2[C:47](=[C:48]([C:53]3[CH:61]=[C:60]4[C:56]([CH:57]=[N:58][NH:59]4)=[C:55]([NH:62][C:5](=[O:7])[C:4]4[CH:8]=[CH:9][CH:10]=[C:2]([CH3:1])[CH:3]=4)[CH:54]=3)[CH:49]=[CH:50][CH:51]=2)[CH:46]=[CH:45]1, predict the reactants needed to synthesize it. The reactants are: [CH3:1][C:2]1[CH:3]=[C:4]([CH:8]=[CH:9][CH:10]=1)[C:5]([OH:7])=O.CN(C(ON1N=NC2C=CC=NC1=2)=[N+](C)C)C.F[P-](F)(F)(F)(F)F.CCN(C(C)C)C(C)C.[NH:44]1[C:52]2[C:47](=[C:48]([C:53]3[CH:54]=[C:55]([NH2:62])[C:56]4[CH:57]=[N:58][NH:59][C:60]=4[CH:61]=3)[CH:49]=[CH:50][CH:51]=2)[CH:46]=[CH:45]1.